This data is from Reaction yield outcomes from USPTO patents with 853,638 reactions. The task is: Predict the reaction yield, written as a fraction of the theoretical maximum amount of product (1.0 means a 100% yield; for example, 0.34 means a 34% yield). (1) The reactants are [C:1]([N:5]1[CH:10]=[CH:9][C:8]([CH3:12])([CH3:11])[CH2:7][CH2:6]1)([CH3:4])([CH3:3])[CH3:2].C(N(CC)CC)C.[C:20](Cl)(=[O:23])[CH:21]=[CH2:22]. The catalyst is C(Cl)Cl. The product is [C:1]([N:5]1[CH2:6][CH2:7][C:8]([CH3:12])([CH3:11])[C:9]([C:20](=[O:23])[CH:21]=[CH2:22])=[CH:10]1)([CH3:4])([CH3:2])[CH3:3]. The yield is 0.810. (2) The reactants are [Br:1][CH:2]([CH3:18])[C:3]([C:5]1[CH:10]=[CH:9][C:8]([NH:11]C(=O)C)=[C:7]([N+:15]([O-:17])=[O:16])[CH:6]=1)=[O:4].O. The catalyst is Br. The product is [NH2:11][C:8]1[CH:9]=[CH:10][C:5]([C:3](=[O:4])[CH:2]([Br:1])[CH3:18])=[CH:6][C:7]=1[N+:15]([O-:17])=[O:16]. The yield is 0.965. (3) The reactants are [CH3:1][C:2]([Si:5](Cl)([CH3:7])[CH3:6])([CH3:4])[CH3:3].CCN(CC)CC.[Br:16][C:17]1[CH:18]=[C:19]([CH2:23][OH:24])[CH:20]=[CH:21][CH:22]=1.Cl. The catalyst is CN(C1C=CN=CC=1)C.C(Cl)Cl. The product is [Br:16][C:17]1[CH:18]=[C:19]([CH2:23][O:24][Si:5]([C:2]([CH3:4])([CH3:3])[CH3:1])([CH3:7])[CH3:6])[CH:20]=[CH:21][CH:22]=1. The yield is 0.951. (4) The reactants are [CH3:1][C:2]1[CH:7]=[C:6]([C:8]([O:10]C)=[O:9])[CH:5]=[CH:4][C:3]=1[C:12]1[CH:17]=[CH:16][CH:15]=[CH:14][C:13]=1[C:18]([F:21])([F:20])[F:19].[OH-].[Na+]. The catalyst is CCO.O. The product is [CH3:1][C:2]1[CH:7]=[C:6]([C:8]([OH:10])=[O:9])[CH:5]=[CH:4][C:3]=1[C:12]1[CH:17]=[CH:16][CH:15]=[CH:14][C:13]=1[C:18]([F:19])([F:20])[F:21]. The yield is 0.840. (5) The reactants are I[C:2]1[CH:7]=[CH:6][C:5]([N:8]2[CH2:13][CH2:12][C:11]3[C:14]([S:25]([CH3:28])(=[O:27])=[O:26])=[N:15][N:16]([C:17]4[CH:22]=[CH:21][C:20]([O:23][CH3:24])=[CH:19][CH:18]=4)[C:10]=3[C:9]2=[O:29])=[CH:4][CH:3]=1.C(OC([N:40]1[CH2:45][CH2:44][NH:43][C:42](=[O:46])[CH2:41]1)=O)C1C=CC=CC=1.C([O-])([O-])=O.[K+].[K+].CS(C)=O. The catalyst is CCOC(C)=O.O.[Cu]I. The product is [CH3:24][O:23][C:20]1[CH:21]=[CH:22][C:17]([N:16]2[C:10]3[C:9](=[O:29])[N:8]([C:5]4[CH:6]=[CH:7][C:2]([N:43]5[CH2:44][CH2:45][NH:40][CH2:41][C:42]5=[O:46])=[CH:3][CH:4]=4)[CH2:13][CH2:12][C:11]=3[C:14]([S:25]([CH3:28])(=[O:27])=[O:26])=[N:15]2)=[CH:18][CH:19]=1. The yield is 0.270.